Dataset: Full USPTO retrosynthesis dataset with 1.9M reactions from patents (1976-2016). Task: Predict the reactants needed to synthesize the given product. (1) Given the product [CH2:1]([N:3]1[C:8]2[CH:9]=[N:10][C:11]([C:13]([OH:15])=[O:14])=[CH:12][C:7]=2[C:6](=[O:17])[N:5]([CH2:18][CH3:19])[C:4]1=[O:20])[CH3:2], predict the reactants needed to synthesize it. The reactants are: [CH2:1]([N:3]1[C:8]2[CH:9]=[N:10][C:11]([C:13]([O:15]C)=[O:14])=[CH:12][C:7]=2[C:6](=[O:17])[N:5]([CH2:18][CH3:19])[C:4]1=[O:20])[CH3:2].O.[OH-].[Li+].C(O)(=O)CC(CC(O)=O)(C(O)=O)O. (2) Given the product [O:37]=[C:10]([N:11]1[C:19]2[C:14](=[CH:15][C:16]([O:20][CH2:21][C:22]3[S:23][C:24]([C:33]([F:36])([F:35])[F:34])=[C:25]([C:27]4[CH:32]=[CH:31][CH:30]=[CH:29][CH:28]=4)[CH:26]=3)=[CH:17][CH:18]=2)[CH2:13][CH2:12]1)[CH2:9][CH2:8][CH2:7][CH2:6][CH2:5][C:4]([OH:38])=[O:3], predict the reactants needed to synthesize it. The reactants are: C([O:3][C:4](=[O:38])[CH2:5][CH2:6][CH2:7][CH2:8][CH2:9][C:10](=[O:37])[N:11]1[C:19]2[C:14](=[CH:15][C:16]([O:20][CH2:21][C:22]3[S:23][C:24]([C:33]([F:36])([F:35])[F:34])=[C:25]([C:27]4[CH:32]=[CH:31][CH:30]=[CH:29][CH:28]=4)[CH:26]=3)=[CH:17][CH:18]=2)[CH2:13][CH2:12]1)C.Cl.O. (3) Given the product [I:1][C:2]1[C:3]([N:16]([CH3:15])[CH3:12])=[CH:4][C:5]2[O:9][CH2:8][O:7][C:6]=2[CH:10]=1, predict the reactants needed to synthesize it. The reactants are: [I:1][C:2]1[C:3](N)=[CH:4][C:5]2[O:9][CH2:8][O:7][C:6]=2[CH:10]=1.[CH2:12]=O.[BH3-][C:15]#[N:16].[Na+].O. (4) Given the product [CH3:1][C:2]1[CH:3]=[C:4]([NH:17][C:18]2[N:23]=[C:22]([C:24]([F:26])([F:25])[F:27])[CH:21]=[CH:20][N:19]=2)[CH:5]=[C:6]([C:29]2[S:33][CH:32]=[N:31][CH:30]=2)[CH:7]=1, predict the reactants needed to synthesize it. The reactants are: [CH3:1][C:2]1[CH:3]=[C:4]([NH:17][C:18]2[N:23]=[C:22]([C:24]([F:27])([F:26])[F:25])[CH:21]=[CH:20][N:19]=2)[CH:5]=[C:6](B2OC(C)(C)C(C)(C)O2)[CH:7]=1.Br[C:29]1[S:33][CH:32]=[N:31][CH:30]=1.C(=O)([O-])[O-].[Na+].[Na+]. (5) Given the product [Br:1][C:2]1[C:13](=[O:14])[N:12]([CH2:15][CH3:16])[C:5]2[N:6]=[C:7]([S:10]([CH3:11])=[O:28])[N:8]=[CH:9][C:4]=2[CH:3]=1, predict the reactants needed to synthesize it. The reactants are: [Br:1][C:2]1[C:13](=[O:14])[N:12]([CH2:15][CH3:16])[C:5]2[N:6]=[C:7]([S:10][CH3:11])[N:8]=[CH:9][C:4]=2[CH:3]=1.C(Cl)Cl.C1C=C(Cl)C=C(C(OO)=[O:28])C=1. (6) Given the product [CH3:33][C@H:34]([O:38][C:39]1[N:47]=[C:46]2[C:42]([N:43]=[C:44]([O:48][CH3:49])[N:45]2[CH2:52][CH2:53][CH2:54][CH2:55][CH:56]2[CH2:61][CH2:60][O:59][CH2:58][CH2:57]2)=[C:41]([NH2:50])[N:40]=1)[CH2:35][CH2:36][CH3:37], predict the reactants needed to synthesize it. The reactants are: C(NC1N=C2C(N=C(OC)N2CCCC2CCOC2)=C(N)N=1)CCC.FC(F)(F)C(O)=O.[CH3:33][C@H:34]([O:38][C:39]1[NH:40][C:41]([NH2:50])=[C:42]2[C:46]([N:47]=1)=[N:45][C:44]([O:48][CH3:49])=[N:43]2)[CH2:35][CH2:36][CH3:37].Br[CH2:52][CH2:53][CH2:54][CH2:55][CH:56]1[CH2:61][CH2:60][O:59][CH2:58][CH2:57]1. (7) Given the product [C:37]([OH:39])([C:36]([F:41])([F:40])[F:35])=[O:38].[NH2:20][C@H:19]([CH2:32][F:33])[C@@H:18]([C:15]1[CH:14]=[CH:13][C:12]([C:9]2[CH:8]=[CH:7][C:6]([C:4]3[CH2:5][S:2](=[O:1])(=[O:34])[CH:3]=3)=[N:11][CH:10]=2)=[CH:17][CH:16]=1)[OH:22], predict the reactants needed to synthesize it. The reactants are: [O:1]=[S:2]1(=[O:34])[CH:5]=[C:4]([C:6]2[N:11]=[CH:10][C:9]([C:12]3[CH:17]=[CH:16][C:15]([C@H:18]4[O:22]C(C)(C)[N:20](C(OC(C)(C)C)=O)[C@@H:19]4[CH2:32][F:33])=[CH:14][CH:13]=3)=[CH:8][CH:7]=2)[CH2:3]1.[F:35][C:36]([F:41])([F:40])[C:37]([OH:39])=[O:38]. (8) Given the product [NH2:7][C:8]1[CH:9]=[CH:10][C:11]([O:14][C:15]2[CH:20]=[CH:19][C:18]([C:21]([NH:22][C:23]3[S:24][C:25]([C:28]([CH3:30])([CH3:31])[CH3:29])=[N:26][N:27]=3)=[O:32])=[CH:17][C:16]=2[NH:33][C:34]2[C:35]3[CH:43]=[CH:42][C:41]([CH:44]([CH3:45])[CH3:46])=[N:40][C:36]=3[N:37]=[CH:38][N:39]=2)=[CH:12][CH:13]=1, predict the reactants needed to synthesize it. The reactants are: C(OC(=O)[NH:7][C:8]1[CH:13]=[CH:12][C:11]([O:14][C:15]2[CH:20]=[CH:19][C:18]([C:21](=[O:32])[NH:22][C:23]3[S:24][C:25]([C:28]([CH3:31])([CH3:30])[CH3:29])=[N:26][N:27]=3)=[CH:17][C:16]=2[NH:33][C:34]2[C:35]3[CH:43]=[CH:42][C:41]([CH:44]([CH3:46])[CH3:45])=[N:40][C:36]=3[N:37]=[CH:38][N:39]=2)=[CH:10][CH:9]=1)(C)(C)C. (9) Given the product [C:1]([O:5][C:6]([N:8]([CH3:44])[C@H:9]([C:19]([NH:21][C@H:22]([C:28]([N:30]([C@@H:32]([CH:41]([CH3:43])[CH3:42])/[CH:33]=[C:34](/[C:35]([OH:37])=[O:36])\[CH3:40])[CH3:31])=[O:29])[C:23]([CH3:24])([CH2:25][CH3:26])[CH3:27])=[O:20])[C:10]([CH3:17])([CH3:18])[C:11]1[CH:12]=[CH:13][CH:14]=[CH:15][CH:16]=1)=[O:7])([CH3:2])([CH3:3])[CH3:4], predict the reactants needed to synthesize it. The reactants are: [C:1]([O:5][C:6]([N:8]([CH3:44])[C@H:9]([C:19]([NH:21][C@H:22]([C:28]([N:30]([C@@H:32]([CH:41]([CH3:43])[CH3:42])/[CH:33]=[C:34](\[CH3:40])/[C:35]([O:37]CC)=[O:36])[CH3:31])=[O:29])[C:23]([CH3:27])([CH2:25][CH3:26])[CH3:24])=[O:20])[C:10]([CH3:18])([CH3:17])[C:11]1[CH:16]=[CH:15][CH:14]=[CH:13][CH:12]=1)=[O:7])([CH3:4])([CH3:3])[CH3:2].O1CCCC1.O.[OH-].[Li+]. (10) Given the product [F:1][C:2]1[C:3]([O:20][CH3:21])=[C:4]([CH:8]([CH2:18][CH3:19])[CH2:9][C:10]([C:13]([F:14])([F:15])[F:16])([OH:17])[CH:11]=[N:22][C:23]2[CH:31]=[CH:30][CH:29]=[C:28]3[C:24]=2[CH:25]=[CH:26][N:27]3[C:32]2[CH:37]=[CH:36][C:35]([F:38])=[CH:34][CH:33]=2)[CH:5]=[CH:6][CH:7]=1, predict the reactants needed to synthesize it. The reactants are: [F:1][C:2]1[C:3]([O:20][CH3:21])=[C:4]([C@H:8]([CH2:18][CH3:19])[CH2:9][C@:10]([OH:17])([C:13]([F:16])([F:15])[F:14])[CH:11]=O)[CH:5]=[CH:6][CH:7]=1.[NH2:22][C:23]1[CH:31]=[CH:30][CH:29]=[C:28]2[C:24]=1[CH:25]=[CH:26][N:27]2[C:32]1[CH:37]=[CH:36][C:35]([F:38])=[CH:34][CH:33]=1.